From a dataset of Full USPTO retrosynthesis dataset with 1.9M reactions from patents (1976-2016). Predict the reactants needed to synthesize the given product. (1) Given the product [CH3:66][O:65][C:63]1[CH:62]=[C:60]([NH:61][CH:8]([C:5]2[CH:6]=[CH:7][C:2]([F:1])=[CH:3][CH:4]=2)[C:9]([C:11]2[C:19]3[C:14](=[CH:15][CH:16]=[C:17]([CH2:20][CH2:21][OH:22])[CH:18]=3)[NH:13][CH:12]=2)=[O:10])[CH:59]=[C:58]([O:57][CH3:56])[CH:64]=1, predict the reactants needed to synthesize it. The reactants are: [F:1][C:2]1[CH:7]=[CH:6][C:5]([CH2:8][C:9]([C:11]2[C:19]3[C:14](=[CH:15][CH:16]=[C:17]([CH2:20][CH2:21][OH:22])[CH:18]=3)[NH:13][CH:12]=2)=[O:10])=[CH:4][CH:3]=1.[Br-].[Br-].[Br-].C1([N+](C)(C)C)C=CC=CC=1.C1([N+](C)(C)C)C=CC=CC=1.C1([N+](C)(C)C)C=CC=CC=1.[CH3:56][O:57][C:58]1[CH:59]=[C:60]([CH:62]=[C:63]([O:65][CH3:66])[CH:64]=1)[NH2:61].Cl. (2) Given the product [CH3:3][C:4]([OH:9])([C:16]([CH3:11])([OH:17])[CH2:15][CH:14]=[CH2:18])[CH3:5], predict the reactants needed to synthesize it. The reactants are: CO[C:3](=O)[C:4]([OH:9])(C)[CH2:5]C=C.[CH3:11][Mg+].[Br-].[CH2:14]1[CH2:18][O:17][CH2:16][CH2:15]1. (3) Given the product [O:35]=[C:34]1[C:4]2([CH2:9][CH2:8][CH2:7][N:6]([CH:10]3[CH2:11][CH2:12][N:13]([C:16]([C:18]4[C:22]5[CH:23]=[CH:24][CH:25]=[CH:26][C:21]=5[S:20][C:19]=4[NH:27][C:28]([NH:30][CH2:31][CH2:32][CH3:33])=[O:29])=[O:17])[CH2:14][CH2:15]3)[CH2:5]2)[CH2:3][C:2](=[O:39])[NH:1]1, predict the reactants needed to synthesize it. The reactants are: [NH2:1][C:2](=[O:39])[CH2:3][C:4]1([C:34](OCC)=[O:35])[CH2:9][CH2:8][CH2:7][N:6]([CH:10]2[CH2:15][CH2:14][N:13]([C:16]([C:18]3[C:22]4[CH:23]=[CH:24][CH:25]=[CH:26][C:21]=4[S:20][C:19]=3[NH:27][C:28]([NH:30][CH2:31][CH2:32][CH3:33])=[O:29])=[O:17])[CH2:12][CH2:11]2)[CH2:5]1.C(OC(C)C)(C)C. (4) Given the product [Br:35][CH2:36][C:37]([NH:1][C:2]1[CH:3]=[CH:4][C:5]([C:6]([NH:8][C:9]2[S:13][C:12]([NH:14][C:15]3[CH:20]=[CH:19][C:18]([O:21][CH3:22])=[CH:17][CH:16]=3)=[N:11][C:10]=2[C:23]([NH2:25])=[O:24])=[O:7])=[CH:26][CH:27]=1)=[O:38], predict the reactants needed to synthesize it. The reactants are: [NH2:1][C:2]1[CH:27]=[CH:26][C:5]([C:6]([NH:8][C:9]2[S:13][C:12]([NH:14][C:15]3[CH:20]=[CH:19][C:18]([O:21][CH3:22])=[CH:17][CH:16]=3)=[N:11][C:10]=2[C:23]([NH2:25])=[O:24])=[O:7])=[CH:4][CH:3]=1.C(N(CC)CC)C.[Br:35][CH2:36][C:37](Cl)=[O:38].